This data is from Full USPTO retrosynthesis dataset with 1.9M reactions from patents (1976-2016). The task is: Predict the reactants needed to synthesize the given product. (1) The reactants are: [NH2:1][C:2]1[CH:7]=[CH:6][C:5]([Cl:8])=[CH:4][C:3]=1[CH2:9][O:10][C:11]1[CH:20]=[CH:19][C:14]([C:15]([O:17][CH3:18])=[O:16])=[CH:13][CH:12]=1.[Cl:21][C:22]1[CH:27]=[CH:26][C:25]([S:28](Cl)(=[O:30])=[O:29])=[CH:24][CH:23]=1.O. Given the product [Cl:21][C:22]1[CH:27]=[CH:26][C:25]([S:28]([NH:1][C:2]2[CH:7]=[CH:6][C:5]([Cl:8])=[CH:4][C:3]=2[CH2:9][O:10][C:11]2[CH:20]=[CH:19][C:14]([C:15]([O:17][CH3:18])=[O:16])=[CH:13][CH:12]=2)(=[O:30])=[O:29])=[CH:24][CH:23]=1, predict the reactants needed to synthesize it. (2) Given the product [OH:5][CH2:4][CH2:3][N:2]([CH3:1])[CH2:7][CH2:8][CH2:9][CH2:10][CH2:11][CH2:12][CH2:13][C:14]([NH:16][C:17]1[CH:25]=[CH:24][C:20]([C:21]([NH2:23])=[O:22])=[CH:19][CH:18]=1)=[O:15], predict the reactants needed to synthesize it. The reactants are: [CH3:1][NH:2][CH2:3][CH2:4][OH:5].Br[CH2:7][CH2:8][CH2:9][CH2:10][CH2:11][CH2:12][CH2:13][C:14]([NH:16][C:17]1[CH:25]=[CH:24][C:20]([C:21]([NH2:23])=[O:22])=[CH:19][CH:18]=1)=[O:15].CS(C)=O. (3) Given the product [Br:9][C:5]1[CH:6]=[C:7]([C:22]#[C:21][Si:17]([CH3:20])([CH3:19])[CH3:18])[C:2]([NH2:1])=[N:3][CH:4]=1, predict the reactants needed to synthesize it. The reactants are: [NH2:1][C:2]1[C:7](I)=[CH:6][C:5]([Br:9])=[CH:4][N:3]=1.CCN(CC)CC.[Si:17]([C:21]#[CH:22])([CH3:20])([CH3:19])[CH3:18].CCOCC. (4) Given the product [F:37][CH2:31][CH2:30][O:29][CH2:28][CH2:27][O:26][CH2:25][CH2:24][O:23][CH2:22][CH2:21][S:20][C:1]([C:14]1[CH:19]=[CH:18][CH:17]=[CH:16][CH:15]=1)([C:8]1[CH:13]=[CH:12][CH:11]=[CH:10][CH:9]=1)[C:2]1[CH:7]=[CH:6][CH:5]=[CH:4][CH:3]=1, predict the reactants needed to synthesize it. The reactants are: [C:1]([S:20][CH2:21][CH2:22][O:23][CH2:24][CH2:25][O:26][CH2:27][CH2:28][O:29][CH2:30][CH2:31]OS(C)(=O)=O)([C:14]1[CH:19]=[CH:18][CH:17]=[CH:16][CH:15]=1)([C:8]1[CH:13]=[CH:12][CH:11]=[CH:10][CH:9]=1)[C:2]1[CH:7]=[CH:6][CH:5]=[CH:4][CH:3]=1.[F-:37].C([N+](CCCC)(CCCC)CCCC)CCC. (5) Given the product [CH:1]([O:4][C:19]1[CH:27]=[CH:26][C:22]([C:23]#[N:25])=[CH:21][C:20]=1[N:28]=[C:29]=[S:30])([CH3:3])[CH3:2], predict the reactants needed to synthesize it. The reactants are: [CH:1]([O:4]C(=O)C1C=CC([O:4][CH:1]([CH3:3])[CH3:2])=C(N)C=1)([CH3:3])[CH3:2].C[C:19]1[CH:27]=[CH:26][C:22]([C:23]([NH2:25])=O)=[CH:21][C:20]=1[NH:28][C:29](N)=[S:30]. (6) The reactants are: C(=O)([O:7][C:8]1[N:12]([C:13]2[CH:18]=[CH:17][CH:16]=[CH:15][N:14]=2)[N:11]=[C:10]([C:19]2[CH:24]=[CH:23][CH:22]=[C:21]([C:25]3[C:34]4[C:29](=[CH:30][CH:31]=[CH:32][CH:33]=4)[CH:28]=[CH:27][CH:26]=3)[CH:20]=2)[CH:9]=1)OC(C)(C)C.C(=O)(OC(C)(C)C)OC1N(C2C=CC=CN=2)N=C(C2C=CC(C3C=CC=CC=3)=CC=2)C=1. Given the product [C:25]1([C:21]2[CH:20]=[C:19]([C:10]3[CH:9]=[C:8]([OH:7])[N:12]([C:13]4[CH:18]=[CH:17][CH:16]=[CH:15][N:14]=4)[N:11]=3)[CH:24]=[CH:23][CH:22]=2)[C:34]2[C:29](=[CH:30][CH:31]=[CH:32][CH:33]=2)[CH:28]=[CH:27][CH:26]=1, predict the reactants needed to synthesize it. (7) Given the product [CH2:11]([O:13][C:14]([CH:16]1[C:24]2[C:19](=[CH:20][C:21]([NH:25][C:2]3[C:7]([N+:8]([O-:10])=[O:9])=[CH:6][CH:5]=[CH:4][N:3]=3)=[CH:22][CH:23]=2)[C:18](=[O:26])[CH2:17]1)=[O:15])[CH3:12], predict the reactants needed to synthesize it. The reactants are: Cl[C:2]1[C:7]([N+:8]([O-:10])=[O:9])=[CH:6][CH:5]=[CH:4][N:3]=1.[CH2:11]([O:13][C:14]([CH:16]1[C:24]2[C:19](=[CH:20][C:21]([NH2:25])=[CH:22][CH:23]=2)[C:18](=[O:26])[CH2:17]1)=[O:15])[CH3:12].Cl.